This data is from Catalyst prediction with 721,799 reactions and 888 catalyst types from USPTO. The task is: Predict which catalyst facilitates the given reaction. (1) Reactant: [CH3:1][O:2][C:3]1[CH:14]=[CH:13][C:6]2[C:7](=[O:12])[NH:8][CH2:9][CH2:10][CH2:11][C:5]=2[CH:4]=1.[H-].[Na+].[CH2:17](I)[CH3:18]. Product: [CH2:17]([N:8]1[CH2:9][CH2:10][CH2:11][C:5]2[CH:4]=[C:3]([O:2][CH3:1])[CH:14]=[CH:13][C:6]=2[C:7]1=[O:12])[CH3:18]. The catalyst class is: 1. (2) Reactant: [I:1]I.[CH3:3][CH:4]([O:6][C:7]1[CH:12]=[CH:11][N:10]=[C:9]2[NH:13][CH:14]=[CH:15][C:8]=12)[CH3:5].[OH-].[K+]. Product: [I:1][N:13]1[C:9]2=[N:10][CH:11]=[CH:12][C:7]([O:6][CH:4]([CH3:3])[CH3:5])=[C:8]2[CH:15]=[CH:14]1. The catalyst class is: 3.